Predict the product of the given reaction. From a dataset of Forward reaction prediction with 1.9M reactions from USPTO patents (1976-2016). Given the reactants [F:1][C:2]1[CH:3]=[C:4]([N:9]2[CH2:13][C@H:12]([CH2:14][N:15]=[N+:16]=[N-:17])[O:11][C:10]2=[O:18])[CH:5]=[CH:6][C:7]=1[I:8].[Cl:19][C:20](S(Cl)(=O)=O)=[CH2:21], predict the reaction product. The product is: [F:1][C:2]1[CH:3]=[C:4]([N:9]2[CH2:13][C@H:12]([CH2:14][N:15]3[CH:21]=[C:20]([Cl:19])[N:17]=[N:16]3)[O:11][C:10]2=[O:18])[CH:5]=[CH:6][C:7]=1[I:8].